Task: Predict the reactants needed to synthesize the given product.. Dataset: Full USPTO retrosynthesis dataset with 1.9M reactions from patents (1976-2016) (1) Given the product [C:2]([C:4]1[CH:5]=[C:6]([C:10]2[N:20]=[CH:19][CH:18]=[CH:17][C:11]=2[C:12]([O:14][CH2:15][CH3:16])=[O:13])[CH:7]=[CH:8][C:9]=1[O:26][CH2:27][CH2:28][CH2:29][CH2:30][C:31]1[CH:32]=[CH:33][C:34]([O:37][CH3:38])=[CH:35][CH:36]=1)#[N:3], predict the reactants needed to synthesize it. The reactants are: Cl.[C:2]([C:4]1[C:5](O)=[C:6]([C:10]2[N:20]=[CH:19][CH:18]=[CH:17][C:11]=2[C:12]([O:14][CH2:15][CH3:16])=[O:13])[CH:7]=[CH:8][CH:9]=1)#[N:3].CS([O:26][CH2:27][CH2:28][CH2:29][CH2:30][C:31]1[CH:36]=[CH:35][C:34]([O:37][CH3:38])=[CH:33][CH:32]=1)(=O)=O.C(=O)([O-])[O-].[K+].[K+]. (2) Given the product [F:20][C:21]1[CH:26]=[CH:25][C:24]([C:2]2[CH:3]=[N:4][C:5]3[N:6]([CH:8]=[C:9]([CH2:11][O:12][C:13]4[CH:18]=[CH:17][C:16]([F:19])=[CH:15][N:14]=4)[N:10]=3)[CH:7]=2)=[CH:23][CH:22]=1, predict the reactants needed to synthesize it. The reactants are: Br[C:2]1[CH:3]=[N:4][C:5]2[N:6]([CH:8]=[C:9]([CH2:11][O:12][C:13]3[CH:18]=[CH:17][C:16]([F:19])=[CH:15][N:14]=3)[N:10]=2)[CH:7]=1.[F:20][C:21]1[CH:26]=[CH:25][C:24](B(O)O)=[CH:23][CH:22]=1.